From a dataset of Catalyst prediction with 721,799 reactions and 888 catalyst types from USPTO. Predict which catalyst facilitates the given reaction. (1) Reactant: [CH:1]([C:4]1[CH:5]=[C:6]2[C:11](=[CH:12][CH:13]=1)[N:10]=[CH:9][CH:8]=[CH:7]2)([CH3:3])[CH3:2].C1C=C(Cl)C=C(C(OO)=[O:22])C=1. Product: [CH:1]([C:4]1[CH:5]=[C:6]2[C:11](=[CH:12][CH:13]=1)[N+:10]([O-:22])=[CH:9][CH:8]=[CH:7]2)([CH3:3])[CH3:2]. The catalyst class is: 22. (2) Reactant: [F:1][C:2]1([F:33])[CH2:7][CH2:6][CH:5]([NH:8][C:9]([C:11]2[C:15]([CH2:16][OH:17])=[C:14]([C:18]3[CH:23]=[CH:22][C:21]([OH:24])=[CH:20][CH:19]=3)[N:13]([C:25]3[CH:30]=[CH:29][C:28]([Cl:31])=[CH:27][C:26]=3[Cl:32])[N:12]=2)=[O:10])[CH2:4][CH2:3]1.C(N(CC)CC)C.[CH2:41]([S:44](Cl)(=[O:46])=[O:45])[CH2:42][CH3:43].O. Product: [Cl:32][C:26]1[CH:27]=[C:28]([Cl:31])[CH:29]=[CH:30][C:25]=1[N:13]1[C:14]([C:18]2[CH:19]=[CH:20][C:21]([O:24][S:44]([CH2:41][CH2:42][CH3:43])(=[O:46])=[O:45])=[CH:22][CH:23]=2)=[C:15]([CH2:16][OH:17])[C:11]([C:9](=[O:10])[NH:8][CH:5]2[CH2:6][CH2:7][C:2]([F:1])([F:33])[CH2:3][CH2:4]2)=[N:12]1. The catalyst class is: 4. (3) Reactant: C1COCC1.[CH3:6][O:7][C:8]1[CH:9]=[C:10]([CH:14]=[CH:15][C:16]=1[O:17][CH2:18][C:19]#[CH:20])[C:11](Cl)=[O:12].[CH:21]1([CH2:26][NH2:27])[CH2:25][CH2:24][CH2:23][CH2:22]1.C(N(CC)CC)C. Product: [CH:21]1([CH2:26][NH:27][C:11](=[O:12])[C:10]2[CH:14]=[CH:15][C:16]([O:17][CH2:18][C:19]#[CH:20])=[C:8]([O:7][CH3:6])[CH:9]=2)[CH2:25][CH2:24][CH2:23][CH2:22]1. The catalyst class is: 13. (4) Reactant: [NH2:1][C@H:2]1[CH2:7][CH2:6][C@H:5]([C:8]([OH:10])=[O:9])[CH2:4][CH2:3]1.C(=O)([O-])[O-].[K+].[K+].[Cl:17][C:18]1[CH:23]=[C:22](Cl)[C:21]([N+:25]([O-:27])=[O:26])=[CH:20][N:19]=1.O1CCOCC1. Product: [ClH:17].[Cl:17][C:18]1[CH:23]=[C:22]([NH:1][C@H:2]2[CH2:7][CH2:6][C@H:5]([C:8]([OH:10])=[O:9])[CH2:4][CH2:3]2)[C:21]([N+:25]([O-:27])=[O:26])=[CH:20][N:19]=1. The catalyst class is: 6.